Dataset: Reaction yield outcomes from USPTO patents with 853,638 reactions. Task: Predict the reaction yield, written as a fraction of the theoretical maximum amount of product (1.0 means a 100% yield; for example, 0.34 means a 34% yield). The reactants are [CH:1]1[C:13]2[NH:12][C:11]3[C:6](=[CH:7][CH:8]=[CH:9][CH:10]=3)[C:5]=2[CH:4]=[CH:3][CH:2]=1.[Br:14][C:15]1[CH:20]=[CH:19][C:18](I)=[CH:17][CH:16]=1.C([O-])([O-])=O.[K+].[K+]. The catalyst is [Cu].CN(C=O)C. The product is [Br:14][C:15]1[CH:20]=[CH:19][C:18]([N:12]2[C:11]3[CH:10]=[CH:9][CH:8]=[CH:7][C:6]=3[C:5]3[C:13]2=[CH:1][CH:2]=[CH:3][CH:4]=3)=[CH:17][CH:16]=1. The yield is 0.960.